Dataset: Forward reaction prediction with 1.9M reactions from USPTO patents (1976-2016). Task: Predict the product of the given reaction. (1) Given the reactants Cl.[O:2]1[CH2:6][CH2:5][CH:4]([CH2:7][NH2:8])[CH2:3]1.C(N(CC)CC)C.[CH3:16][C:17]1[C:33]([C:34]2[CH:39]=[CH:38][CH:37]=[CH:36][CH:35]=2)=[CH:32][CH:31]=[CH:30][C:18]=1[CH2:19][O:20][CH2:21][C:22]1[O:26][N:25]=[C:24]([C:27](O)=[O:28])[CH:23]=1.ON1C2C=CC=CC=2N=N1.Cl.C(N=C=NCCCN(C)C)C.Cl, predict the reaction product. The product is: [O:2]1[CH2:6][CH2:5][CH:4]([CH2:7][NH:8][C:27]([C:24]2[CH:23]=[C:22]([CH2:21][O:20][CH2:19][C:18]3[CH:30]=[CH:31][CH:32]=[C:33]([C:34]4[CH:39]=[CH:38][CH:37]=[CH:36][CH:35]=4)[C:17]=3[CH3:16])[O:26][N:25]=2)=[O:28])[CH2:3]1. (2) Given the reactants [C:1](/[CH:3]=[CH:4]/[S:5]([C:8]1[CH:13]=[CH:12][C:11]([C:14]([CH3:19])([CH3:18])[C:15]([OH:17])=O)=[CH:10][CH:9]=1)(=[O:7])=[O:6])#[N:2].[S:20]1[CH:24]=[CH:23][CH:22]=[C:21]1[CH2:25][NH2:26].Cl.CN(C)CCCN=C=NCC.ON1C2C=CC=CC=2N=N1.C(=O)(O)[O-].[Na+], predict the reaction product. The product is: [C:1](/[CH:3]=[CH:4]/[S:5]([C:8]1[CH:9]=[CH:10][C:11]([C:14]([CH3:19])([CH3:18])[C:15]([NH:26][CH2:25][C:21]2[S:20][CH:24]=[CH:23][CH:22]=2)=[O:17])=[CH:12][CH:13]=1)(=[O:6])=[O:7])#[N:2]. (3) Given the reactants [H-].[Na+].[C:3]([O:9][CH2:10][CH3:11])(=[O:8])[CH2:4][C:5]([CH3:7])=[O:6].C([Li])CCC.[CH3:17][CH:18]([CH3:22])[CH2:19][CH:20]=[O:21].Cl, predict the reaction product. The product is: [CH2:10]([O:9][C:3](=[O:8])[CH2:4][C:5](=[O:6])[CH2:7][CH:20]([OH:21])[CH2:19][CH:18]([CH3:22])[CH3:17])[CH3:11]. (4) Given the reactants C(N(CC)CC)C.[C:8]([CH2:10][C:11]([NH2:13])=[O:12])#[N:9].[S:14]1CC(O)S[CH2:16][CH:15]1O, predict the reaction product. The product is: [NH2:9][C:8]1[S:14][CH:15]=[CH:16][C:10]=1[C:11]([NH2:13])=[O:12]. (5) Given the reactants [Mg].II.Br[CH2:5][CH2:6][CH:7]=[CH2:8].[F:9][Si:10](F)([C:17]1[CH:22]=[CH:21][CH:20]=[CH:19][CH:18]=1)[C:11]1[CH:16]=[CH:15][CH:14]=[CH:13][CH:12]=1, predict the reaction product. The product is: [CH2:5]([Si:10]([C:17]1[CH:18]=[CH:19][CH:20]=[CH:21][CH:22]=1)([C:11]1[CH:16]=[CH:15][CH:14]=[CH:13][CH:12]=1)[F:9])[CH2:6][CH:7]=[CH2:8]. (6) Given the reactants [O:1]1[C:6]2[CH:7]=[CH:8][CH:9]=[CH:10][C:5]=2[O:4][CH2:3][C@@H:2]1[C:11]([N:13]1[CH2:18][CH2:17][CH2:16][C@H:15]([C:19]2[CH:24]=[CH:23][CH:22]=[C:21]([OH:25])[CH:20]=2)[CH2:14]1)=O, predict the reaction product. The product is: [O:1]1[C:6]2[CH:7]=[CH:8][CH:9]=[CH:10][C:5]=2[O:4][CH2:3][C@@H:2]1[CH2:11][N:13]1[CH2:18][CH2:17][CH2:16][C@H:15]([C:19]2[CH:20]=[C:21]([OH:25])[CH:22]=[CH:23][CH:24]=2)[CH2:14]1. (7) Given the reactants C(NC(C)C)(C)C.C([Li])CCC.[Cl:13][C:14]1[CH:19]=[C:18]([C:20]([F:23])([F:22])[F:21])[CH:17]=[CH:16][N:15]=1.[CH:24](=[O:28])[CH:25]([CH3:27])[CH3:26], predict the reaction product. The product is: [Cl:13][C:14]1[C:19]([CH:24]([OH:28])[CH:25]([CH3:27])[CH3:26])=[C:18]([C:20]([F:21])([F:22])[F:23])[CH:17]=[CH:16][N:15]=1. (8) Given the reactants C(OC(=O)[N:7]([C:16]1[S:17][C@:18]2([CH2:33][F:34])[C@H:20]([C@:21]([C:24]3[C:25]([O:31][CH3:32])=[N:26][CH:27]=[C:28]([Br:30])[CH:29]=3)([CH3:23])[N:22]=1)[CH2:19]2)COCC[Si](C)(C)C)(C)(C)C.S(=O)(=O)(O)O.[OH-].[Na+], predict the reaction product. The product is: [Br:30][C:28]1[CH:29]=[C:24]([C@:21]2([CH3:23])[C@H:20]3[C@:18]([CH2:33][F:34])([CH2:19]3)[S:17][C:16]([NH2:7])=[N:22]2)[C:25]([O:31][CH3:32])=[N:26][CH:27]=1. (9) The product is: [CH3:37][Si:36]([CH3:39])([CH3:38])[O:35][C:33]1[CH:32]=[CH:31][C:30]2[O:26][CH:27]3[CH:42]([C:43]([O:45][CH2:46][CH3:47])=[O:44])[CH:28]3[C:29]=2[CH:34]=1. Given the reactants C(C1OC[C@H](C2C=CC=CC=2)N=1)(C1OC[C@H](C2C=CC=CC=2)N=1)(C)C.[O:26]1[C:30]2[CH:31]=[CH:32][C:33]([O:35][Si:36]([CH3:39])([CH3:38])[CH3:37])=[CH:34][C:29]=2[CH:28]=[CH:27]1.[N+](=[CH:42][C:43]([O:45][CH2:46][CH3:47])=[O:44])=[N-].C(N(CC([O-])=O)CC(O)=O)CN(CC([O-])=O)CC(O)=O.[Na+].[Na+], predict the reaction product.